From a dataset of Catalyst prediction with 721,799 reactions and 888 catalyst types from USPTO. Predict which catalyst facilitates the given reaction. (1) Reactant: [CH:1]1([C:7]2[C:15]3[C:10](=[CH:11][C:12]([C:16]4[NH:20][C:19](=[O:21])[O:18][N:17]=4)=[CH:13][CH:14]=3)[N:9]([CH2:22][C:23](O)=[O:24])[C:8]=2[C:26]2[CH:31]=[CH:30][CH:29]=[CH:28][CH:27]=2)[CH2:6][CH2:5][CH2:4][CH2:3][CH2:2]1.C[CH2:33][N:34](C(C)C)[CH:35](C)C.CNC.CN(C(ON1N=NC2C=CC=CC1=2)=[N+](C)C)C.[B-](F)(F)(F)F. Product: [CH:1]1([C:7]2[C:15]3[C:10](=[CH:11][C:12]([C:16]4[NH:20][C:19](=[O:21])[O:18][N:17]=4)=[CH:13][CH:14]=3)[N:9]([CH2:22][C:23]([N:34]([CH3:35])[CH3:33])=[O:24])[C:8]=2[C:26]2[CH:31]=[CH:30][CH:29]=[CH:28][CH:27]=2)[CH2:6][CH2:5][CH2:4][CH2:3][CH2:2]1. The catalyst class is: 2. (2) Reactant: I[C:2]1[C:3]([O:12][CH2:13][C:14]2[CH:19]=[CH:18][CH:17]=[CH:16][CH:15]=2)=[N:4][CH:5]=[C:6]([C:8]([F:11])([F:10])[F:9])[CH:7]=1.C([Mg]Cl)(C)C.C(OCC)C.[B:30](OC)([O:33]C)[O:31]C.[OH-].[Na+]. Product: [C:14]1([CH2:13][O:12][C:3]2[C:2]([B:30]([OH:33])[OH:31])=[CH:7][C:6]([C:8]([F:11])([F:10])[F:9])=[CH:5][N:4]=2)[CH:19]=[CH:18][CH:17]=[CH:16][CH:15]=1. The catalyst class is: 7. (3) Reactant: [C:1]([O:5][C:6]([N:8]1[C:16]2[C:11](=[CH:12][C:13]([CH:17]=[C:18]([NH:23]C(OCC3C=CC=CC=3)=O)[C:19]([O:21][CH3:22])=[O:20])=[CH:14][CH:15]=2)[CH:10]=[N:9]1)=[O:7])([CH3:4])([CH3:3])[CH3:2].[H][H]. Product: [C:1]([O:5][C:6]([N:8]1[C:16]2[C:11](=[CH:12][C:13]([CH2:17][CH:18]([NH2:23])[C:19]([O:21][CH3:22])=[O:20])=[CH:14][CH:15]=2)[CH:10]=[N:9]1)=[O:7])([CH3:3])([CH3:4])[CH3:2]. The catalyst class is: 43. (4) Reactant: [C:1]([O:5][C:6]([NH:8][C:9]([NH:11][C:12]([O:14][C:15]([CH3:18])([CH3:17])[CH3:16])=[O:13])=[NH:10])=[O:7])([CH3:4])([CH3:3])[CH3:2].[F:19][C:20]([F:33])([F:32])[S:21](O[S:21]([C:20]([F:33])([F:32])[F:19])(=[O:23])=[O:22])(=[O:23])=[O:22].OS([O-])(=O)=O.[Na+]. Product: [C:15]([O:14][C:12]([NH:11][C:9]([NH:8][C:6]([O:5][C:1]([CH3:4])([CH3:3])[CH3:2])=[O:7])=[N:10][S:21]([C:20]([F:33])([F:32])[F:19])(=[O:23])=[O:22])=[O:13])([CH3:18])([CH3:17])[CH3:16]. The catalyst class is: 4. (5) Reactant: [S:1]1[CH:5]=[CH:4][CH:3]=[C:2]1[CH2:6]O.[NH:8]1[CH:12]=[CH:11][CH:10]=[CH:9]1.B(F)(F)F.CCOCC. Product: [S:1]1[CH:5]=[CH:4][CH:3]=[C:2]1[CH2:6][C:9]1[NH:8][CH:12]=[CH:11][CH:10]=1. The catalyst class is: 2.